From a dataset of Forward reaction prediction with 1.9M reactions from USPTO patents (1976-2016). Predict the product of the given reaction. (1) Given the reactants [F:1][C:2]1[CH:40]=[CH:39][C:5]([CH2:6][O:7][CH2:8][C:9]([NH:11][CH2:12][CH2:13][CH2:14][C:15]2[CH:20]=[CH:19][C:18]([CH2:21][N:22]([C@@H:26](CC3C4C(=CC=CC=4)NC=3)CO)[CH2:23][CH2:24][OH:25])=[CH:17][CH:16]=2)=[O:10])=[CH:4][CH:3]=1.FC1C=CC(COCC(NCCCC2C=CC(CN[C@@H](C[C:67]3[C:75]4[C:70](=[CH:71][CH:72]=[CH:73][CH:74]=4)[NH:69][CH:68]=3)CO)=CC=2)=O)=CC=1, predict the reaction product. The product is: [NH:69]1[C:70]2[C:75](=[CH:74][CH:73]=[CH:72][CH:71]=2)[C:67]([CH2:26][N:22]([CH2:21][C:18]2[CH:17]=[CH:16][C:15]([CH2:14][CH2:13][CH2:12][NH:11][C:9](=[O:10])[CH2:8][O:7][CH2:6][C:5]3[CH:4]=[CH:3][C:2]([F:1])=[CH:40][CH:39]=3)=[CH:20][CH:19]=2)[CH2:23][CH2:24][OH:25])=[CH:68]1. (2) Given the reactants [Cl:1][CH2:2][C:3](Cl)=[O:4].[F:6][C:7]1[CH:13]=[CH:12][C:10]([NH2:11])=[CH:9][CH:8]=1.O, predict the reaction product. The product is: [Cl:1][CH2:2][C:3]([NH:11][C:10]1[CH:12]=[CH:13][C:7]([F:6])=[CH:8][CH:9]=1)=[O:4]. (3) Given the reactants [F:1][CH:2]([F:28])[CH2:3][O:4][C:5]1[CH:6]=[C:7]([C:12]2[O:13][CH:14]=[C:15]([CH2:17][CH2:18][C:19]([C:21]3[C:26]([CH3:27])=[CH:25][CH:24]=[CH:23][N:22]=3)=[O:20])[N:16]=2)[CH:8]=[CH:9][C:10]=1[OH:11].Br[CH:30]([CH3:32])[CH3:31], predict the reaction product. The product is: [F:28][CH:2]([F:1])[CH2:3][O:4][C:5]1[CH:6]=[C:7]([C:12]2[O:13][CH:14]=[C:15]([CH2:17][CH2:18][C:19]([C:21]3[C:26]([CH3:27])=[CH:25][CH:24]=[CH:23][N:22]=3)=[O:20])[N:16]=2)[CH:8]=[CH:9][C:10]=1[O:11][CH:30]([CH3:32])[CH3:31]. (4) Given the reactants Cl.[NH2:2][CH2:3][CH2:4][C:5]([O:7][CH2:8][CH3:9])=[O:6].[OH-].[Na+].[C:12](#[N:15])[CH:13]=[CH2:14].[CH3:16][C:17]([O:20][C:21](O[C:21]([O:20][C:17]([CH3:19])([CH3:18])[CH3:16])=[O:22])=[O:22])([CH3:19])[CH3:18], predict the reaction product. The product is: [C:17]([O:20][C:21]([N:2]([CH2:14][CH2:13][C:12]#[N:15])[CH2:3][CH2:4][C:5]([O:7][CH2:8][CH3:9])=[O:6])=[O:22])([CH3:19])([CH3:18])[CH3:16]. (5) Given the reactants [NH2:1][CH:2]1[CH2:7][CH2:6][N:5]([CH2:8][CH2:9][N:10]2[C:19](=[O:20])[CH:18]=[CH:17][C:16]3[N:15]=[CH:14][C:13]([C:21]#[N:22])=[CH:12][C:11]2=3)[CH2:4][CH2:3]1.[O:23]1[C:32]2[CH:31]=[C:30]([CH:33]=O)[N:29]=[CH:28][C:27]=2[O:26][CH2:25][CH2:24]1.CO.[BH-](OC(C)=O)(OC(C)=O)OC(C)=O.[Na+].C(Cl)(Cl)[Cl:52], predict the reaction product. The product is: [ClH:52].[ClH:52].[O:23]1[C:32]2[CH:31]=[C:30]([CH2:33][NH:1][CH:2]3[CH2:3][CH2:4][N:5]([CH2:8][CH2:9][N:10]4[C:19](=[O:20])[CH:18]=[CH:17][C:16]5[N:15]=[CH:14][C:13]([C:21]#[N:22])=[CH:12][C:11]4=5)[CH2:6][CH2:7]3)[N:29]=[CH:28][C:27]=2[O:26][CH2:25][CH2:24]1. (6) The product is: [CH2:1]([O:3][C:4]([C:6]1[CH:10]=[C:9]([C:11]2[CH:15]=[N:14][NH:13][CH:12]=2)[N:8]([C:35]2[CH:36]=[N:37][C:38]([O:41][CH3:42])=[CH:39][CH:40]=2)[N:7]=1)=[O:5])[CH3:2]. Given the reactants [CH2:1]([O:3][C:4]([C:6]1[CH:10]=[C:9]([C:11]2[CH:12]=[N:13][N:14](C(C3C=CC=CC=3)(C3C=CC=CC=3)C3C=CC=CC=3)[CH:15]=2)[N:8]([C:35]2[CH:36]=[N:37][C:38]([O:41][CH3:42])=[CH:39][CH:40]=2)[N:7]=1)=[O:5])[CH3:2].FC(F)(F)C(O)=O.C(=O)([O-])O.[Na+].C(Cl)(Cl)Cl, predict the reaction product.